Dataset: Forward reaction prediction with 1.9M reactions from USPTO patents (1976-2016). Task: Predict the product of the given reaction. (1) Given the reactants C1(C)C=CC(S([CH2:10][N+:11]#[C-:12])(=O)=O)=CC=1.C(=O)([O-])[O-].[K+].[K+].CO.[CH2:22]([O:29][C:30]1[CH:45]=[CH:44][C:43]([CH:46]=[O:47])=[CH:42][C:31]=1[C:32]([O:34][CH2:35]C1C=CC=CC=1)=[O:33])[C:23]1[CH:28]=[CH:27][CH:26]=[CH:25][CH:24]=1, predict the reaction product. The product is: [CH2:22]([O:29][C:30]1[CH:45]=[CH:44][C:43]([C:46]2[O:47][CH:12]=[N:11][CH:10]=2)=[CH:42][C:31]=1[C:32]([O:34][CH3:35])=[O:33])[C:23]1[CH:24]=[CH:25][CH:26]=[CH:27][CH:28]=1. (2) Given the reactants [CH3:1][O:2][C:3]1[CH:4]=[C:5]([CH:7]=[CH:8][C:9]=1[CH3:10])[NH2:6].C([O:13][C:14](=O)[CH:15]([CH3:19])[C:16]([CH3:18])=O)C, predict the reaction product. The product is: [CH3:1][O:2][C:3]1[CH:4]=[C:5]2[C:7]([C:14]([OH:13])=[C:15]([CH3:19])[C:16]([CH3:18])=[N:6]2)=[CH:8][C:9]=1[CH3:10]. (3) Given the reactants C([S:8][C:9]1(SCC2C=CC=CC=2)[CH2:14][CH2:13][C@H:12]2[C@H:15]3[C@H:25]([CH2:26][CH2:27][C@:10]12[CH3:11])[C@:23]1([CH3:24])[C@H:18]([CH2:19][C@H:20]([OH:28])[CH2:21][CH2:22]1)[CH2:17][CH2:16]3)C1C=CC=CC=1.N, predict the reaction product. The product is: [OH:28][C@@H:20]1[CH2:21][CH2:22][C@@:23]2([CH3:24])[C@@H:18]([CH2:17][CH2:16][C@@H:15]3[C@@H:25]2[CH2:26][CH2:27][C@@:10]2([CH3:11])[C@H:12]3[CH2:13][CH2:14][C:9]2=[S:8])[CH2:19]1. (4) Given the reactants [F:1][C:2]1[CH:7]=[CH:6][CH:5]=[C:4]([F:8])[C:3]=1[C:9]1[NH:10][C:11]2[C:17]([O:18][CH3:19])=[CH:16][CH:15]=[CH:14][C:12]=2[N:13]=1.[CH3:20][C:21]([CH3:25])=[CH:22][CH2:23]Br.[H-].[Na+], predict the reaction product. The product is: [CH3:20][C:21]([CH3:25])=[CH:22][CH2:23][N:13]1[C:12]2[CH:14]=[CH:15][CH:16]=[C:17]([O:18][CH3:19])[C:11]=2[N:10]=[C:9]1[C:3]1[C:4]([F:8])=[CH:5][CH:6]=[CH:7][C:2]=1[F:1]. (5) Given the reactants [CH2:1]([O:8][C:9]1[C:10]([NH2:16])=[N:11][CH:12]=[C:13](Br)[CH:14]=1)[C:2]1[CH:7]=[CH:6][CH:5]=[CH:4][CH:3]=1.[C]=O.C[C:20](N(C)C)=[O:21].[CH3:25][OH:26], predict the reaction product. The product is: [NH2:16][C:10]1[N:11]=[CH:12][C:13]([C:25]([O:21][CH3:20])=[O:26])=[CH:14][C:9]=1[O:8][CH2:1][C:2]1[CH:7]=[CH:6][CH:5]=[CH:4][CH:3]=1. (6) Given the reactants [C:1]([Cl:4])(=O)C.Cl.[Cl:6][C:7]1[CH:15]=[C:14]([O:16][CH2:17][CH3:18])[C:13]([NH:19][NH2:20])=[CH:12][C:8]=1[C:9]([OH:11])=[O:10], predict the reaction product. The product is: [ClH:4].[Cl:6][C:7]1[CH:15]=[C:14]([O:16][CH2:17][CH3:18])[C:13]([NH:19][NH2:20])=[CH:12][C:8]=1[C:9]([O:11][CH3:1])=[O:10].